Dataset: Reaction yield outcomes from USPTO patents with 853,638 reactions. Task: Predict the reaction yield, written as a fraction of the theoretical maximum amount of product (1.0 means a 100% yield; for example, 0.34 means a 34% yield). (1) The reactants are [CH3:1][C@H:2]1[CH2:7][NH:6][C@H:5]([CH3:8])[CH2:4][N:3]1[C@H:9]([C:24]1[CH:36]=[CH:35][C:27]([C:28]([N:30]([CH2:33][CH3:34])[CH2:31][CH3:32])=[O:29])=[CH:26][CH:25]=1)[C:10]1[CH:15]=[CH:14][CH:13]=[C:12]([O:16]S(C(F)(F)F)(=O)=O)[CH:11]=1.[Br:37][C:38]1[CH:45]=[CH:44][C:41]([CH2:42]Br)=[CH:40][CH:39]=1. No catalyst specified. The product is [CH3:1][C@H:2]1[CH2:7][N:6]([CH2:42][C:41]2[CH:44]=[CH:45][C:38]([Br:37])=[CH:39][CH:40]=2)[C@H:5]([CH3:8])[CH2:4][N:3]1[C@H:9]([C:24]1[CH:36]=[CH:35][C:27]([C:28]([N:30]([CH2:33][CH3:34])[CH2:31][CH3:32])=[O:29])=[CH:26][CH:25]=1)[C:10]1[CH:15]=[CH:14][CH:13]=[C:12]([OH:16])[CH:11]=1. The yield is 0.884. (2) The reactants are [CH2:1]([N:8]1[CH:13]=[CH:12][CH:11]=[C:10]([C:14]([O:16]C)=[O:15])[C:9]1=[O:18])[C:2]1[CH:7]=[CH:6][CH:5]=[CH:4][CH:3]=1.[OH-].[Na+]. The catalyst is CO. The product is [CH2:1]([N:8]1[CH:13]=[CH:12][CH:11]=[C:10]([C:14]([OH:16])=[O:15])[C:9]1=[O:18])[C:2]1[CH:3]=[CH:4][CH:5]=[CH:6][CH:7]=1. The yield is 0.700.